Dataset: Forward reaction prediction with 1.9M reactions from USPTO patents (1976-2016). Task: Predict the product of the given reaction. Given the reactants [CH2:1]([O:3][C:4]1[CH:12]=[C:11]([C:13]([F:16])([F:15])[F:14])[CH:10]=[CH:9][C:5]=1[C:6]([OH:8])=O)[CH3:2].C(N(CC)C(C)C)(C)C.Cl.[NH2:27][CH2:28][C:29]1([C:35]2[CH:40]=[CH:39][C:38]([S:41]([NH:44][C:45]3[S:46][C:47]([CH:50]([CH3:52])[CH3:51])=[N:48][N:49]=3)(=[O:43])=[O:42])=[CH:37][CH:36]=2)[CH2:34][CH2:33][CH2:32][CH2:31][CH2:30]1, predict the reaction product. The product is: [CH2:1]([O:3][C:4]1[CH:12]=[C:11]([C:13]([F:16])([F:15])[F:14])[CH:10]=[CH:9][C:5]=1[C:6]([NH:27][CH2:28][C:29]1([C:35]2[CH:36]=[CH:37][C:38]([S:41](=[O:43])(=[O:42])[NH:44][C:45]3[S:46][C:47]([CH:50]([CH3:52])[CH3:51])=[N:48][N:49]=3)=[CH:39][CH:40]=2)[CH2:30][CH2:31][CH2:32][CH2:33][CH2:34]1)=[O:8])[CH3:2].